From a dataset of Catalyst prediction with 721,799 reactions and 888 catalyst types from USPTO. Predict which catalyst facilitates the given reaction. (1) Reactant: O=C1C2C(=CC=CC=2)C(=O)[N:3]1[O:12][CH2:13][C:14]1[C:22]2[C:17](=[CH:18][CH:19]=[CH:20][CH:21]=2)[N:16]([C:23]([O:25][C:26]([CH3:29])([CH3:28])[CH3:27])=[O:24])[CH:15]=1.O.NN. Product: [NH2:3][O:12][CH2:13][C:14]1[C:22]2[C:17](=[CH:18][CH:19]=[CH:20][CH:21]=2)[N:16]([C:23]([O:25][C:26]([CH3:29])([CH3:28])[CH3:27])=[O:24])[CH:15]=1. The catalyst class is: 8. (2) Reactant: [CH3:1][O:2][C:3]1[CH:8]=[CH:7][CH:6]=[CH:5][C:4]=1[NH:9][C:10](=O)[CH2:11][O:12][C:13]1[CH:18]=[CH:17][C:16]([O:19][C:20]2[C:29]3[C:24](=[CH:25][C:26]([O:32][CH3:33])=[C:27]([O:30][CH3:31])[CH:28]=3)[N:23]=[CH:22][CH:21]=2)=[CH:15][CH:14]=1.Cl.[OH-].[Na+]. Product: [CH3:31][O:30][C:27]1[CH:28]=[C:29]2[C:24](=[CH:25][C:26]=1[O:32][CH3:33])[N:23]=[CH:22][CH:21]=[C:20]2[O:19][C:16]1[CH:15]=[CH:14][C:13]([O:12][CH2:11][CH2:10][NH:9][C:4]2[CH:5]=[CH:6][CH:7]=[CH:8][C:3]=2[O:2][CH3:1])=[CH:18][CH:17]=1. The catalyst class is: 7. (3) Reactant: [C:1]([SiH2:5][O:6][C:7]([CH3:14])([CH3:13])[C:8]1[O:9][CH:10]=[CH:11][N:12]=1)([CH3:4])([CH3:3])[CH3:2].C([Li])CCC.C(Br)(Br)(Br)[Br:21]. Product: [Br:21][C:10]1[O:9][C:8]([C:7]([CH3:14])([CH3:13])[O:6][SiH2:5][C:1]([CH3:4])([CH3:2])[CH3:3])=[N:12][CH:11]=1. The catalyst class is: 627. (4) Reactant: C([N:8]1[CH2:13][CH2:12][N:11]([CH:14]([CH3:16])[CH3:15])[CH2:10][C@H:9]1[CH3:17])(OC(C)(C)C)=O.Cl. Product: [CH:14]([N:11]1[CH2:12][CH2:13][NH:8][C@H:9]([CH3:17])[CH2:10]1)([CH3:16])[CH3:15]. The catalyst class is: 12. (5) Reactant: C([Li])CCC.[CH2:6]([S:8]([O:11][CH2:12][CH3:13])(=[O:10])=[O:9])[CH3:7].P(Cl)(OCC)(OCC)=O.[Cl:23][C:24]1[CH:31]=[CH:30][C:27]([CH:28]=O)=[CH:26][CH:25]=1. Product: [Cl:23][C:24]1[CH:31]=[CH:30][C:27](/[CH:28]=[C:6](/[S:8]([O:11][CH2:12][CH3:13])(=[O:10])=[O:9])\[CH3:7])=[CH:26][CH:25]=1. The catalyst class is: 20. (6) Reactant: [Cl:1][C:2]1[CH:3]=[C:4]2[C:8](=[CH:9][CH:10]=1)[NH:7][CH:6]=[C:5]2/[C:11](=[CH:14]/[C:15]1[CH:16]=[N:17][CH:18]=[CH:19][C:20]=1[O:21]C)/[C:12]#[N:13].[Li+].[Cl-].C1(C)C=CC(S(O)(=O)=O)=CC=1. Product: [Cl:1][C:2]1[CH:3]=[C:4]2[C:8](=[CH:9][CH:10]=1)[NH:7][CH:6]=[C:5]2/[C:11](=[CH:14]/[C:15]1[CH:16]=[N:17][CH:18]=[CH:19][C:20]=1[OH:21])/[C:12]#[N:13]. The catalyst class is: 37. (7) Reactant: [Cl:1][C:2]1[CH:7]=[CH:6][C:5]([N:8]2[C:12]([CH3:13])=[C:11]([C:14]([OH:16])=O)[N:10]=[C:9]2[C:17]2[CH:22]=[CH:21][C:20]([Cl:23])=[CH:19][C:18]=2[Cl:24])=[CH:4][CH:3]=1.S(Cl)(Cl)=O.[OH-].[NH4+:30]. Product: [Cl:1][C:2]1[CH:3]=[CH:4][C:5]([N:8]2[C:12]([CH3:13])=[C:11]([C:14]([NH2:30])=[O:16])[N:10]=[C:9]2[C:17]2[CH:22]=[CH:21][C:20]([Cl:23])=[CH:19][C:18]=2[Cl:24])=[CH:6][CH:7]=1. The catalyst class is: 308. (8) Reactant: [C:1]([O:5][C:6](=[O:20])[NH:7][CH2:8][CH:9]([NH2:19])[CH2:10][NH:11][C:12](=[O:18])[O:13][C:14]([CH3:17])([CH3:16])[CH3:15])([CH3:4])([CH3:3])[CH3:2].O=[CH:22][CH2:23][CH2:24][NH:25][C:26](=[O:35])[O:27][CH2:28][C:29]1[CH:34]=[CH:33][CH:32]=[CH:31][CH:30]=1.C(O[BH-](OC(=O)C)OC(=O)C)(=O)C.[Na+]. Product: [CH2:28]([O:27][C:26](=[O:35])[NH:25][CH2:24][CH2:23][CH2:22][NH:19][CH:9]([CH2:8][NH:7][C:6]([O:5][C:1]([CH3:4])([CH3:2])[CH3:3])=[O:20])[CH2:10][NH:11][C:12]([O:13][C:14]([CH3:17])([CH3:16])[CH3:15])=[O:18])[C:29]1[CH:34]=[CH:33][CH:32]=[CH:31][CH:30]=1. The catalyst class is: 4.